This data is from Catalyst prediction with 721,799 reactions and 888 catalyst types from USPTO. The task is: Predict which catalyst facilitates the given reaction. (1) Product: [Cl:1][C:2]1[N:3]=[CH:4][N:5]=[CH:6][CH:7]=1.[NH2:10][C:2]1[N:3]=[CH:4][N:5]=[CH:6][CH:7]=1. Reactant: [Cl:1][C:2]12[N:10]=CN[C:7]1([N+]([O-])=O)[C:6](Cl)=[N:5][C:4](SC)=[N:3]2.N.CO. The catalyst class is: 1. (2) The catalyst class is: 70. Product: [CH2:27]([O:26][C:24]([C:7]1[N:8]([CH2:10][O:11][CH2:12][CH2:13][Si:14]([CH3:17])([CH3:16])[CH3:15])[CH:9]=[C:5]([C:3]([O:2][CH3:1])=[O:4])[N:6]=1)=[CH2:25])[CH3:28]. Reactant: [CH3:1][O:2][C:3]([C:5]1[N:6]=[C:7](Br)[N:8]([CH2:10][O:11][CH2:12][CH2:13][Si:14]([CH3:17])([CH3:16])[CH3:15])[CH:9]=1)=[O:4].C([Sn](CCCC)(CCCC)[C:24]([O:26][CH2:27][CH3:28])=[CH2:25])CCC. (3) Product: [O:20]=[C:19]([N:21]1[CH2:22][CH2:23][N:24]([C:27](=[O:38])[C:28]2[CH:33]=[CH:32][CH:31]=[CH:30][C:29]=2[C:34]([F:37])([F:35])[F:36])[CH2:25][CH2:26]1)[CH2:18][NH:17][C:72]([C:69]1[S:70][CH:71]=[C:67]([C:61]2[CH:62]=[CH:63][CH:64]=[CH:65][CH:66]=2)[CH:68]=1)=[O:73]. The catalyst class is: 18. Reactant: CCN(C(C)C)C(C)C.OC(C(F)(F)F)=O.[NH2:17][CH2:18][C:19]([N:21]1[CH2:26][CH2:25][N:24]([C:27](=[O:38])[C:28]2[CH:33]=[CH:32][CH:31]=[CH:30][C:29]=2[C:34]([F:37])([F:36])[F:35])[CH2:23][CH2:22]1)=[O:20].C1C=CC2N(O)N=NC=2C=1.CCN=C=NCCCN(C)C.Cl.[C:61]1([C:67]2[CH:68]=[C:69]([C:72](O)=[O:73])[S:70][CH:71]=2)[CH:66]=[CH:65][CH:64]=[CH:63][CH:62]=1. (4) Reactant: [Br:1][C:2]1[CH:12]=[CH:11][C:5]([C:6]([O:8][CH2:9][CH3:10])=[O:7])=[CH:4][C:3]=1[OH:13].C([O-])([O-])=O.[K+].[K+].[CH:20]1[CH:25]=[CH:24][C:23]([CH2:26]Br)=[CH:22][CH:21]=1. Product: [Br:1][C:2]1[CH:12]=[CH:11][C:5]([C:6]([O:8][CH2:9][CH3:10])=[O:7])=[CH:4][C:3]=1[O:13][CH2:26][C:23]1[CH:24]=[CH:25][CH:20]=[CH:21][CH:22]=1. The catalyst class is: 21. (5) Reactant: [C:1]([O:5][C@@H:6]([C:12]1[C:38]([CH3:39])=[N:37][C:36]2=[CH:40][C:33]3=[N:34][N:35]2[C:13]=1[N:14]1[CH2:42][CH2:41][C:17]([CH3:43])([O:18][CH2:19][CH2:20][CH2:21][CH2:22][CH2:23][C:24]2[CH:25]=[CH:26][CH:27]=[CH:28][C:29]=2[CH2:30][O:31][CH2:32]3)[CH2:16][CH2:15]1)[C:7]([O:9]CC)=[O:8])([CH3:4])([CH3:3])[CH3:2].[OH-].[Na+]. Product: [C:1]([O:5][C@@H:6]([C:12]1[C:38]([CH3:39])=[N:37][C:36]2=[CH:40][C:33]3=[N:34][N:35]2[C:13]=1[N:14]1[CH2:15][CH2:16][C:17]([CH3:43])([O:18][CH2:19][CH2:20][CH2:21][CH2:22][CH2:23][C:24]2[CH:25]=[CH:26][CH:27]=[CH:28][C:29]=2[CH2:30][O:31][CH2:32]3)[CH2:41][CH2:42]1)[C:7]([OH:9])=[O:8])([CH3:4])([CH3:2])[CH3:3]. The catalyst class is: 14. (6) Reactant: [CH3:1][O:2][C:3]1[CH:4]=[C:5]2[C:10](=[CH:11][C:12]=1[O:13][CH3:14])[N:9]=[CH:8][CH:7]=[C:6]2[O:15][C:16]1[CH:22]=[CH:21][C:19]([NH2:20])=[C:18]([CH3:23])[C:17]=1[CH3:24].C(N(CC)CC)C.ClC(Cl)(O[C:36](=[O:42])OC(Cl)(Cl)Cl)Cl.[F:44][C:45]1[CH:50]=[CH:49][C:48]([CH:51]([NH2:53])[CH3:52])=[CH:47][CH:46]=1. Product: [CH3:1][O:2][C:3]1[CH:4]=[C:5]2[C:10](=[CH:11][C:12]=1[O:13][CH3:14])[N:9]=[CH:8][CH:7]=[C:6]2[O:15][C:16]1[CH:22]=[CH:21][C:19]([NH:20][C:36]([NH:53][CH:51]([C:48]2[CH:49]=[CH:50][C:45]([F:44])=[CH:46][CH:47]=2)[CH3:52])=[O:42])=[C:18]([CH3:23])[C:17]=1[CH3:24]. The catalyst class is: 22. (7) Reactant: [CH3:1][O:2][C:3]1[C:8]([N+:9]([O-])=O)=[CH:7][N:6]=[C:5]([N:12]2[CH2:16][CH2:15][CH2:14][CH2:13]2)[CH:4]=1. Product: [NH2:9][C:8]1[C:3]([O:2][CH3:1])=[CH:4][C:5]([N:12]2[CH2:16][CH2:15][CH2:14][CH2:13]2)=[N:6][CH:7]=1. The catalyst class is: 45.